Dataset: Forward reaction prediction with 1.9M reactions from USPTO patents (1976-2016). Task: Predict the product of the given reaction. (1) Given the reactants Br[C:2]1[N:7]=[CH:6][C:5]2[C:8]([C:14]3[N:18](C4CCCCO4)[N:17]=[CH:16][C:15]=3[CH3:25])=[CH:9][N:10]([CH:11]([CH3:13])[CH3:12])[C:4]=2[CH:3]=1.[F:26][C@H:27]1[C@@H:32]([O:33][CH3:34])[CH2:31][CH2:30][N:29]([C:35]2[N:40]=[C:39]([NH2:41])[CH:38]=[CH:37][N:36]=2)[CH2:28]1, predict the reaction product. The product is: [F:26][C@H:27]1[C@@H:32]([O:33][CH3:34])[CH2:31][CH2:30][N:29]([C:35]2[N:40]=[C:39]([NH:41][C:2]3[N:7]=[CH:6][C:5]4[C:8]([C:14]5[NH:18][N:17]=[CH:16][C:15]=5[CH3:25])=[CH:9][N:10]([CH:11]([CH3:12])[CH3:13])[C:4]=4[CH:3]=3)[CH:38]=[CH:37][N:36]=2)[CH2:28]1. (2) Given the reactants FC1C=CC(C2C3C(=CC([S:18][C:19]4[S:20][C:21]([C:24]([OH:31])([C:27]([F:30])([F:29])[F:28])[CH2:25][CH3:26])=[CH:22][N:23]=4)=CC=3)OC(=O)C=2)=CC=1, predict the reaction product. The product is: [F:30][C:27]([F:28])([F:29])[C:24]([C:21]1[S:20][C:19]([SH:18])=[N:23][CH:22]=1)([OH:31])[CH2:25][CH3:26].